Task: Predict the product of the given reaction.. Dataset: Forward reaction prediction with 1.9M reactions from USPTO patents (1976-2016) (1) Given the reactants CC1C=CC(S(O[CH2:12][CH:13]2[O:18][C:17]3[CH:19]=[C:20]([O:23][S:24]([CH3:27])(=[O:26])=[O:25])[CH:21]=[CH:22][C:16]=3[O:15][CH2:14]2)(=O)=O)=CC=1.[CH3:28][O:29][CH2:30][CH2:31][NH2:32], predict the reaction product. The product is: [CH3:27][S:24]([O:23][C:20]1[CH:21]=[CH:22][C:16]2[O:15][CH2:14][CH:13]([CH2:12][NH:32][CH2:31][CH2:30][O:29][CH3:28])[O:18][C:17]=2[CH:19]=1)(=[O:25])=[O:26]. (2) The product is: [C:31]([OH:40])(=[O:39])[C@@H:32]([C@H:34]([C:36]([OH:38])=[O:37])[OH:35])[OH:33].[CH2:29]([O:28][C:26](=[O:27])[CH2:25][O:24][C:19]1[CH:18]=[C:17]([CH:13]2[CH2:14][CH2:15][CH2:16][NH:11][CH2:12]2)[CH:22]=[CH:21][C:20]=1[CH3:23])[CH3:30]. Given the reactants C(OC([N:11]1[CH2:16][CH2:15][CH2:14][CH:13]([C:17]2[CH:22]=[CH:21][C:20]([CH3:23])=[C:19]([O:24][CH2:25][C:26]([O:28][CH2:29][CH3:30])=[O:27])[CH:18]=2)[CH2:12]1)=O)C1C=CC=CC=1.[C:31]([OH:40])(=[O:39])[C@@H:32]([C@H:34]([C:36]([OH:38])=[O:37])[OH:35])[OH:33], predict the reaction product. (3) Given the reactants Br[C:2]1[CH:3]=[CH:4][C:5]([O:8][CH2:9][CH:10]2[CH2:15][CH2:14][N:13]([CH2:16][C:17]([F:20])([CH3:19])[CH3:18])[CH2:12][CH2:11]2)=[N:6][CH:7]=1.[F:21][C:22]1[CH:27]=[C:26]([C:28]([O:30][CH3:31])=[O:29])[CH:25]=[CH:24][C:23]=1B(O)O.C([O-])([O-])=O.[Cs+].[Cs+], predict the reaction product. The product is: [F:21][C:22]1[CH:27]=[C:26]([CH:25]=[CH:24][C:23]=1[C:2]1[CH:7]=[N:6][C:5]([O:8][CH2:9][CH:10]2[CH2:15][CH2:14][N:13]([CH2:16][C:17]([F:20])([CH3:19])[CH3:18])[CH2:12][CH2:11]2)=[CH:4][CH:3]=1)[C:28]([O:30][CH3:31])=[O:29]. (4) Given the reactants [C:1]([C:5]1[S:9][C:8]([NH2:10])=[C:7]([C:11]([O:13][CH3:14])=[O:12])[CH:6]=1)([CH3:4])([CH3:3])[CH3:2].C[OH:16].[OH-].[K+], predict the reaction product. The product is: [C:1]([C:5]1[S:9][C:8]2[NH:10][C:14](=[O:16])[O:13][C:11](=[O:12])[C:7]=2[CH:6]=1)([CH3:4])([CH3:2])[CH3:3]. (5) Given the reactants [F:1][C:2]([F:25])([C:15]1[CH:16]=[C:17]2[C:22](=[CH:23][CH:24]=1)[N:21]=[CH:20][CH:19]=[CH:18]2)[C:3]1[N:7]2[N:8]=[C:9]([C:12](=O)[CH3:13])[CH:10]=[CH:11][C:6]2=[N:5][N:4]=1.[O:26]1[CH2:31][CH2:30][N:29]([CH2:32][C:33]([NH:35][NH2:36])=[O:34])[CH2:28][CH2:27]1, predict the reaction product. The product is: [F:25][C:2]([F:1])([C:15]1[CH:16]=[C:17]2[C:22](=[CH:23][CH:24]=1)[N:21]=[CH:20][CH:19]=[CH:18]2)[C:3]1[N:7]2[N:8]=[C:9](/[C:12](=[N:36]/[NH:35][C:33](=[O:34])[CH2:32][N:29]3[CH2:30][CH2:31][O:26][CH2:27][CH2:28]3)/[CH3:13])[CH:10]=[CH:11][C:6]2=[N:5][N:4]=1.